Dataset: Forward reaction prediction with 1.9M reactions from USPTO patents (1976-2016). Task: Predict the product of the given reaction. (1) Given the reactants [C:1]1([PH:7](=[O:9])[OH:8])[CH:6]=[CH:5][CH:4]=[CH:3][CH:2]=1.[N:10]1[C:17]([NH2:18])=[N:16][C:14]([NH2:15])=[N:13][C:11]=1[NH2:12], predict the reaction product. The product is: [C:1]1([PH:7](=[O:8])[OH:9])[CH:6]=[CH:5][CH:4]=[CH:3][CH:2]=1.[N:10]1[C:17]([NH2:18])=[N:16][C:14]([NH2:15])=[N:13][C:11]=1[NH2:12]. (2) Given the reactants [Cl:1][C:2]1[CH:7]=[C:6]([OH:8])[C:5](I)=[CH:4][C:3]=1[C:10]1[CH:15]=[CH:14][CH:13]=[C:12]([F:16])[CH:11]=1.C([Sn](CCCC)(CCCC)[C:22]1[CH:27]=[CH:26][N:25]=[N:24][CH:23]=1)CCC.[F-].[Cs+], predict the reaction product. The product is: [Cl:1][C:2]1[CH:7]=[C:6]([OH:8])[C:5]([C:22]2[CH:27]=[CH:26][N:25]=[N:24][CH:23]=2)=[CH:4][C:3]=1[C:10]1[CH:15]=[CH:14][CH:13]=[C:12]([F:16])[CH:11]=1.